Dataset: Full USPTO retrosynthesis dataset with 1.9M reactions from patents (1976-2016). Task: Predict the reactants needed to synthesize the given product. The reactants are: Cl[C:2]1[N:7]=[C:6]([Cl:8])[N:5]=[C:4]([Cl:9])[N:3]=1.CC[N:12]([CH:16]([CH3:18])C)[CH:13]([CH3:15])C.N1CCCC1. Given the product [Cl:9][C:4]1[N:5]=[C:6]([Cl:8])[N:7]=[C:2]([N:12]2[CH2:13][CH2:15][CH2:18][CH2:16]2)[N:3]=1, predict the reactants needed to synthesize it.